Dataset: Forward reaction prediction with 1.9M reactions from USPTO patents (1976-2016). Task: Predict the product of the given reaction. Given the reactants [CH:1]1([C:7]2[C:15]3[C:14](=[O:16])[NH:13][C:12]([C:17]4[CH:22]=[CH:21][C:20]([NH:23][C:24](=[O:26])[CH3:25])=[CH:19][C:18]=4[O:27][CH3:28])=[N:11][C:10]=3[N:9]([CH3:29])[N:8]=2)[CH2:6][CH2:5][CH2:4][CH2:3][CH2:2]1.[CH3:30][O:31]CC(O)=O, predict the reaction product. The product is: [CH:1]1([C:7]2[C:15]3[C:14](=[O:16])[NH:13][C:12]([C:17]4[CH:22]=[CH:21][C:20]([NH:23][C:24](=[O:26])[CH2:25][O:31][CH3:30])=[CH:19][C:18]=4[O:27][CH3:28])=[N:11][C:10]=3[N:9]([CH3:29])[N:8]=2)[CH2:2][CH2:3][CH2:4][CH2:5][CH2:6]1.